This data is from NCI-60 drug combinations with 297,098 pairs across 59 cell lines. The task is: Regression. Given two drug SMILES strings and cell line genomic features, predict the synergy score measuring deviation from expected non-interaction effect. Drug 1: C1=CN(C=N1)CC(O)(P(=O)(O)O)P(=O)(O)O. Drug 2: N.N.Cl[Pt+2]Cl. Cell line: SNB-75. Synergy scores: CSS=4.83, Synergy_ZIP=-5.25, Synergy_Bliss=5.40, Synergy_Loewe=-2.63, Synergy_HSA=0.427.